This data is from Forward reaction prediction with 1.9M reactions from USPTO patents (1976-2016). The task is: Predict the product of the given reaction. (1) Given the reactants [NH2:1][CH2:2][C:3]1([C:16]2[CH:21]=[CH:20][CH:19]=[C:18]([C:22]3[CH:23]=[N:24][N:25]([CH3:27])[CH:26]=3)[CH:17]=2)[CH2:8][CH2:7][N:6]([C:9]([O:11][C:12]([CH3:15])([CH3:14])[CH3:13])=[O:10])[CH2:5][CH2:4]1.[C:28](=N)([C:35]1[CH:40]=[CH:39][CH:38]=[CH:37][CH:36]=1)[C:29]1[CH:34]=[CH:33][CH:32]=[CH:31][CH:30]=1.C1(C)C=CC(S(O)(=O)=O)=CC=1, predict the reaction product. The product is: [C:29]1([C:28](=[N:1][CH2:2][C:3]2([C:16]3[CH:21]=[CH:20][CH:19]=[C:18]([C:22]4[CH:23]=[N:24][N:25]([CH3:27])[CH:26]=4)[CH:17]=3)[CH2:4][CH2:5][N:6]([C:9]([O:11][C:12]([CH3:15])([CH3:14])[CH3:13])=[O:10])[CH2:7][CH2:8]2)[C:35]2[CH:36]=[CH:37][CH:38]=[CH:39][CH:40]=2)[CH:34]=[CH:33][CH:32]=[CH:31][CH:30]=1. (2) Given the reactants [CH:1]1[CH:2]=[CH:3][C:4]2[NH:11][C:9](=[O:10])[CH:8]=[C:7]([CH2:12][CH:13]([NH:17][C:18]([C:20]3[CH:21]=[CH:22][C:23]([Cl:26])=[CH:24][CH:25]=3)=[O:19])[C:14]([OH:16])=[O:15])[C:5]=2[CH:6]=1.[CH3:27][S:28][CH2:29][CH2:30]Cl, predict the reaction product. The product is: [Cl:26][C:23]1[CH:24]=[CH:25][C:20]([C:18]([NH:17][CH:13]([CH2:12][C:7]2[C:5]3[C:4](=[CH:3][CH:2]=[CH:1][CH:6]=3)[NH:11][C:9](=[O:10])[CH:8]=2)[C:14]([O:16][CH2:30][CH2:29][S:28][CH3:27])=[O:15])=[O:19])=[CH:21][CH:22]=1.